From a dataset of Full USPTO retrosynthesis dataset with 1.9M reactions from patents (1976-2016). Predict the reactants needed to synthesize the given product. (1) Given the product [OH:18][CH2:19][C@H:20]([N:22]1[C:27](=[O:28])[CH:26]=[CH:25][N:24]([C:29]2[CH:34]=[CH:33][CH:32]=[C:31]([C:35]([F:38])([F:36])[F:37])[CH:30]=2)[C:23]1=[O:39])[CH3:21], predict the reactants needed to synthesize it. The reactants are: [Si]([O:18][CH2:19][C@H:20]([N:22]1[C:27](=[O:28])[CH:26]=[CH:25][N:24]([C:29]2[CH:34]=[CH:33][CH:32]=[C:31]([C:35]([F:38])([F:37])[F:36])[CH:30]=2)[C:23]1=[O:39])[CH3:21])(C(C)(C)C)(C1C=CC=CC=1)C1C=CC=CC=1.Cl. (2) Given the product [CH3:1][C:2]1[CH:16]=[CH:15][C:5]([S:6][C:7]2[CH:8]=[C:9]([CH:12]=[CH:13][CH:14]=2)[CH2:10][NH2:11])=[CH:4][CH:3]=1, predict the reactants needed to synthesize it. The reactants are: [CH3:1][C:2]1[CH:16]=[CH:15][C:5]([S:6][C:7]2[CH:8]=[C:9]([CH:12]=[CH:13][CH:14]=2)[C:10]#[N:11])=[CH:4][CH:3]=1.C1COCC1.[H-].[Al+3].[Li+].[H-].[H-].[H-].[OH-].[Na+].